This data is from Forward reaction prediction with 1.9M reactions from USPTO patents (1976-2016). The task is: Predict the product of the given reaction. (1) Given the reactants [N+:1]([C:4]1[CH:11]=[CH:10][C:7]([CH:8]=O)=[CH:6][CH:5]=1)([O-:3])=[O:2].[C:12]([O:23][CH2:24][Si:25]([CH3:28])([CH3:27])[CH3:26])(=[O:22])[CH2:13][C:14]([O:16][CH2:17][Si:18]([CH3:21])([CH3:20])[CH3:19])=[O:15].O.CCCCCCC.CCOC(C)=O, predict the reaction product. The product is: [N+:1]([C:4]1[CH:11]=[CH:10][C:7]([CH:8]=[C:13]([C:14]([O:16][CH2:17][Si:18]([CH3:19])([CH3:21])[CH3:20])=[O:15])[C:12]([O:23][CH2:24][Si:25]([CH3:26])([CH3:27])[CH3:28])=[O:22])=[CH:6][CH:5]=1)([O-:3])=[O:2]. (2) Given the reactants [F:1][C:2]([F:30])([F:29])[C:3]1[CH:4]=[C:5]([CH:22]=[C:23]([C:25]([F:28])([F:27])[F:26])[CH:24]=1)[CH2:6][O:7][CH2:8][C:9]([C:16]1[CH:21]=[CH:20][CH:19]=[CH:18][CH:17]=1)=[CH:10][C:11]([O:13][CH2:14][CH3:15])=[O:12].[H][H], predict the reaction product. The product is: [F:1][C:2]([F:29])([F:30])[C:3]1[CH:4]=[C:5]([CH:22]=[C:23]([C:25]([F:27])([F:26])[F:28])[CH:24]=1)[CH2:6][O:7][CH2:8][CH:9]([C:16]1[CH:21]=[CH:20][CH:19]=[CH:18][CH:17]=1)[CH2:10][C:11]([O:13][CH2:14][CH3:15])=[O:12]. (3) Given the reactants [F:1][C:2]1[CH:7]=[C:6]([NH:8][S:9]([C:12]2[CH:17]=[CH:16][CH:15]=[CH:14][C:13]=2[N+:18]([O-:20])=[O:19])(=[O:11])=[O:10])[CH:5]=[C:4]([F:21])[C:3]=1[CH2:22][CH2:23][C:24]([O:26][CH2:27][CH3:28])=[O:25].[C:29]1([C:35]2[CH:39]=[C:38]([C:40]3[CH:45]=[CH:44][CH:43]=[CH:42][CH:41]=3)[N:37]([CH2:46][C:47]3[CH:52]=[CH:51][C:50]([CH2:53]O)=[CH:49][C:48]=3[O:55][CH:56]([CH3:58])[CH3:57])[N:36]=2)[CH:34]=[CH:33][CH:32]=[CH:31][CH:30]=1.C1(P(C2C=CC=CC=2)C2C=CC=CC=2)C=CC=CC=1.N(C(OCC)=O)=NC(OCC)=O, predict the reaction product. The product is: [C:29]1([C:35]2[CH:39]=[C:38]([C:40]3[CH:45]=[CH:44][CH:43]=[CH:42][CH:41]=3)[N:37]([CH2:46][C:47]3[CH:52]=[CH:51][C:50]([CH2:53][N:8]([S:9]([C:12]4[CH:17]=[CH:16][CH:15]=[CH:14][C:13]=4[N+:18]([O-:20])=[O:19])(=[O:10])=[O:11])[C:6]4[CH:5]=[C:4]([F:21])[C:3]([CH2:22][CH2:23][C:24]([O:26][CH2:27][CH3:28])=[O:25])=[C:2]([F:1])[CH:7]=4)=[CH:49][C:48]=3[O:55][CH:56]([CH3:58])[CH3:57])[N:36]=2)[CH:30]=[CH:31][CH:32]=[CH:33][CH:34]=1. (4) Given the reactants [I:1][C:2]1[C:3]([O:21][CH3:22])=[CH:4][CH:5]=[C:6]2[C:11]=1[O:10][CH:9]([C:12]([F:15])([F:14])[F:13])[C:8]([C:16]([O:18]CC)=[O:17])=[CH:7]2.O.[OH-].[Li+], predict the reaction product. The product is: [I:1][C:2]1[C:3]([O:21][CH3:22])=[CH:4][CH:5]=[C:6]2[C:11]=1[O:10][CH:9]([C:12]([F:15])([F:14])[F:13])[C:8]([C:16]([OH:18])=[O:17])=[CH:7]2. (5) Given the reactants [CH3:1][C:2]([CH3:23])([CH2:8][N:9]1[C:21]2[C:20]3[CH:19]=[CH:18][CH:17]=[CH:16][C:15]=3[N:14]=[CH:13][C:12]=2[N:11]=[C:10]1[CH3:22])[C:3]([O:5][CH2:6]C)=[O:4].C1C=C(Cl)C=C(C(OO)=O)C=1.ClC(Cl)(Cl)C([N:39]=C=O)=O, predict the reaction product. The product is: [NH2:39][C:13]1[C:12]2[N:11]=[C:10]([CH3:22])[N:9]([CH2:8][C:2]([CH3:1])([CH3:23])[C:3]([O:5][CH3:6])=[O:4])[C:21]=2[C:20]2[CH:19]=[CH:18][CH:17]=[CH:16][C:15]=2[N:14]=1. (6) Given the reactants [F:1][C:2]1[C:7]([F:8])=[CH:6][CH:5]=[CH:4][C:3]=1[C:9]1[N:34]=[C:12]2[CH:13]=[N:14][N:15]([CH2:17][C:18]3[O:22][N:21]=[C:20]([C:23]4[CH:28]=[CH:27][C:26]([OH:29])=[CH:25][C:24]=4[C:30]([F:33])([F:32])[F:31])[CH:19]=3)[CH:16]=[C:11]2[N:10]=1.Br[CH2:36][CH:37]1[CH2:42][CH2:41][O:40][CH2:39][CH2:38]1, predict the reaction product. The product is: [F:1][C:2]1[C:7]([F:8])=[CH:6][CH:5]=[CH:4][C:3]=1[C:9]1[N:34]=[C:12]2[CH:13]=[N:14][N:15]([CH2:17][C:18]3[O:22][N:21]=[C:20]([C:23]4[CH:28]=[CH:27][C:26]([O:29][CH2:36][CH:37]5[CH2:42][CH2:41][O:40][CH2:39][CH2:38]5)=[CH:25][C:24]=4[C:30]([F:32])([F:33])[F:31])[CH:19]=3)[CH:16]=[C:11]2[N:10]=1. (7) Given the reactants [C:1]([O:5][C:6](=[O:34])[NH:7][C:8]1([C:12]2[CH:17]=[CH:16][C:15]([C:18]3[N:19]=[C:20]4[CH:25]=[C:24](Br)[CH:23]=[CH:22][N:21]4[C:27]=3[C:28]3[CH:33]=[CH:32][CH:31]=[CH:30][CH:29]=3)=[CH:14][CH:13]=2)[CH2:11][CH2:10][CH2:9]1)([CH3:4])([CH3:3])[CH3:2].[C:35]([O:39][CH3:40])(=[O:38])[CH:36]=[CH2:37].C(N(CC)CC)C.C1(C)C=CC=CC=1P(C1C=CC=CC=1C)C1C=CC=CC=1C.[NH4+].[Cl-], predict the reaction product. The product is: [CH3:40][O:39][C:35](=[O:38])/[CH:36]=[CH:37]/[C:24]1[CH:23]=[CH:22][N:21]2[C:27]([C:28]3[CH:33]=[CH:32][CH:31]=[CH:30][CH:29]=3)=[C:18]([C:15]3[CH:16]=[CH:17][C:12]([C:8]4([NH:7][C:6]([O:5][C:1]([CH3:4])([CH3:3])[CH3:2])=[O:34])[CH2:11][CH2:10][CH2:9]4)=[CH:13][CH:14]=3)[N:19]=[C:20]2[CH:25]=1. (8) Given the reactants [CH3:1][C:2]1[C:3]([N:9]2[CH2:14][CH2:13][N:12]([C:15]([C:17]3[CH:22]=[CH:21][C:20]([N:23]4[CH2:28][CH2:27][CH2:26][NH:25][S:24]4(=[O:30])=[O:29])=[CH:19][CH:18]=3)=[O:16])[CH2:11][CH2:10]2)=[N:4][CH:5]=[C:6]([CH3:8])[CH:7]=1.[CH3:31]I, predict the reaction product. The product is: [CH3:1][C:2]1[C:3]([N:9]2[CH2:10][CH2:11][N:12]([C:15]([C:17]3[CH:22]=[CH:21][C:20]([N:23]4[CH2:28][CH2:27][CH2:26][N:25]([CH3:31])[S:24]4(=[O:29])=[O:30])=[CH:19][CH:18]=3)=[O:16])[CH2:13][CH2:14]2)=[N:4][CH:5]=[C:6]([CH3:8])[CH:7]=1.